Dataset: Forward reaction prediction with 1.9M reactions from USPTO patents (1976-2016). Task: Predict the product of the given reaction. (1) Given the reactants OC(C(F)(F)F)=O.[NH:8]1[CH2:12][CH2:11][CH:10]([O:13][C:14]2[CH:19]=[CH:18][CH:17]=[CH:16][C:15]=2[NH:20][C:21]2[C:22]3[CH:29]=[CH:28][S:27][C:23]=3[N:24]=[CH:25][N:26]=2)[CH2:9]1, predict the reaction product. The product is: [NH:8]1[CH2:12][CH2:11][CH:10]([O:13][C:14]2[CH:19]=[CH:18][CH:17]=[CH:16][C:15]=2[NH:20][C:21]2[C:22]3[CH:29]=[CH:28][S:27][C:23]=3[N:24]=[CH:25][N:26]=2)[CH2:9]1. (2) Given the reactants [CH2:1]([O:4][C:5]([N:7]([CH2:17][C:18]1([CH2:31][O:32][CH2:33][CH:34]2[CH2:37][CH2:36][CH2:35]2)[CH2:23][CH2:22][N:21](C(OC(C)(C)C)=O)[CH2:20][CH2:19]1)[C@@H:8]1[CH2:10][C@H:9]1[C:11]1[CH:16]=[CH:15][CH:14]=[CH:13][CH:12]=1)=[O:6])[CH:2]=[CH2:3].C(O)(C(F)(F)F)=O, predict the reaction product. The product is: [CH2:1]([O:4][C:5](=[O:6])[N:7]([CH2:17][C:18]1([CH2:31][O:32][CH2:33][CH:34]2[CH2:37][CH2:36][CH2:35]2)[CH2:23][CH2:22][NH:21][CH2:20][CH2:19]1)[C@@H:8]1[CH2:10][C@H:9]1[C:11]1[CH:12]=[CH:13][CH:14]=[CH:15][CH:16]=1)[CH:2]=[CH2:3]. (3) Given the reactants [Cl:1][C:2]1[CH:7]=[CH:6][C:5]([C:8]2[C:14]3[CH:15]=[C:16]([O:19][CH3:20])[CH:17]=[CH:18][C:13]=3[N:12]3[C:21]([CH3:24])=[N:22][N:23]=[C:11]3[C@H:10]([CH2:25][C:26](O)=[O:27])[N:9]=2)=[CH:4][CH:3]=1.CN(C(ON1N=NC2C=CC=NC1=2)=[N+](C)C)C.F[P-](F)(F)(F)(F)F.CCN(C(C)C)C(C)C.[NH2:62][CH2:63][C:64]1[CH:69]=[CH:68][CH:67]=[C:66]([OH:70])[C:65]=1[OH:71], predict the reaction product. The product is: [Cl:1][C:2]1[CH:7]=[CH:6][C:5]([C:8]2[C:14]3[CH:15]=[C:16]([O:19][CH3:20])[CH:17]=[CH:18][C:13]=3[N:12]3[C:21]([CH3:24])=[N:22][N:23]=[C:11]3[C@H:10]([CH2:25][C:26]([NH:62][CH2:63][C:64]3[CH:69]=[CH:68][CH:67]=[C:66]([OH:70])[C:65]=3[OH:71])=[O:27])[N:9]=2)=[CH:4][CH:3]=1. (4) The product is: [CH3:29][O:28][C:25]1[CH:26]=[CH:27][C:22]([C:21]2[C:15]3[O:14][CH:13]([CH2:12][NH:32][CH3:31])[CH2:17][C:16]=3[CH:18]=[C:19]([CH3:30])[CH:20]=2)=[CH:23][CH:24]=1. Given the reactants CC1C=CC(S(O[CH2:12][CH:13]2[CH2:17][C:16]3[CH:18]=[C:19]([CH3:30])[CH:20]=[C:21]([C:22]4[CH:27]=[CH:26][C:25]([O:28][CH3:29])=[CH:24][CH:23]=4)[C:15]=3[O:14]2)(=O)=O)=CC=1.[CH3:31][NH2:32], predict the reaction product. (5) The product is: [CH2:1]([NH:8][C:16](=[O:17])[C:13]1[CH:14]=[CH:15][C:10]([Br:9])=[CH:11][C:12]=1[O:19][CH3:20])[C:2]1[CH:7]=[CH:6][CH:5]=[CH:4][CH:3]=1. Given the reactants [CH2:1]([NH2:8])[C:2]1[CH:7]=[CH:6][CH:5]=[CH:4][CH:3]=1.[Br:9][C:10]1[CH:15]=[CH:14][C:13]([C:16](Cl)=[O:17])=[C:12]([O:19][CH3:20])[CH:11]=1.C(N(CC)CC)C, predict the reaction product. (6) Given the reactants [NH2:1][C:2]1[N:22]=[C:5]2[CH:6]=[CH:7][CH:8]=[C:9]([C:10]3[N:11](C(OC(C)(C)C)=O)[CH:12]=[CH:13][CH:14]=3)[N:4]2[N:3]=1.[CH:23]1([C:28](Cl)=[O:29])[CH2:27][CH2:26][CH2:25][CH2:24]1, predict the reaction product. The product is: [NH:11]1[CH:12]=[CH:13][CH:14]=[C:10]1[C:9]1[N:4]2[N:3]=[C:2]([NH:1][C:28]([CH:23]3[CH2:27][CH2:26][CH2:25][CH2:24]3)=[O:29])[N:22]=[C:5]2[CH:6]=[CH:7][CH:8]=1. (7) Given the reactants [Cl:1][C:2]1[CH:7]=[CH:6][N:5]=[C:4]2[CH:8]=[C:9](I)[S:10][C:3]=12.C([Mg]Cl)(C)C.[CH2:17]([Sn:21](Cl)([CH2:26][CH2:27][CH2:28][CH3:29])[CH2:22][CH2:23][CH2:24][CH3:25])[CH2:18][CH2:19][CH3:20], predict the reaction product. The product is: [Cl:1][C:2]1[CH:7]=[CH:6][N:5]=[C:4]2[CH:8]=[C:9]([Sn:21]([CH2:22][CH2:23][CH2:24][CH3:25])([CH2:26][CH2:27][CH2:28][CH3:29])[CH2:17][CH2:18][CH2:19][CH3:20])[S:10][C:3]=12. (8) Given the reactants C(OC([NH:8][C:9]1[N:14]=[CH:13][C:12]([C:15]2[CH2:16][CH2:17][N:18](C(OC(C)(C)C)=O)[CH2:19][CH:20]=2)=[CH:11][C:10]=1[C:28]1[O:29][C:30]([C:33]2[CH:38]=[CH:37][CH:36]=[CH:35][CH:34]=2)=[N:31][N:32]=1)=O)(C)(C)C.C(O)(C(F)(F)F)=O.C(N(CC)CC)C.[CH2:53]([S:55](Cl)(=[O:57])=[O:56])[CH3:54], predict the reaction product. The product is: [CH2:53]([S:55]([N:18]1[CH2:19][CH:20]=[C:15]([C:12]2[CH:11]=[C:10]([C:28]3[O:29][C:30]([C:33]4[CH:34]=[CH:35][CH:36]=[CH:37][CH:38]=4)=[N:31][N:32]=3)[C:9]([NH2:8])=[N:14][CH:13]=2)[CH2:16][CH2:17]1)(=[O:57])=[O:56])[CH3:54]. (9) Given the reactants [Cl:1][C:2]1[C:14]2[C:13](=[O:15])[CH2:12][C@@:11]3([CH3:16])[C@H:7]([CH2:8][N:9](C(OCC)=O)[CH2:10]3)[C:6]=2[CH:5]=[CH:4][CH:3]=1.I[Si](C)(C)C.Cl, predict the reaction product. The product is: [ClH:1].[Cl:1][C:2]1[C:14]2[C:13](=[O:15])[CH2:12][C@@:11]3([CH3:16])[C@H:7]([CH2:8][NH:9][CH2:10]3)[C:6]=2[CH:5]=[CH:4][CH:3]=1.